This data is from Reaction yield outcomes from USPTO patents with 853,638 reactions. The task is: Predict the reaction yield, written as a fraction of the theoretical maximum amount of product (1.0 means a 100% yield; for example, 0.34 means a 34% yield). (1) The reactants are N1C2C(=CC=C3C=2N=CC=C3)C=CC=1.C([O-])([O-])=O.[Cs+].[Cs+].I[C:22]1[CH:27]=[CH:26][C:25]([O:28][CH3:29])=[CH:24][CH:23]=1.[CH3:30][C:31](=[CH2:34])[CH2:32][OH:33]. The catalyst is [Cu]I.C1(C)C=CC=CC=1. The product is [CH3:34][C:31](=[CH2:30])[CH2:32][O:33][C:22]1[CH:27]=[CH:26][C:25]([O:28][CH3:29])=[CH:24][CH:23]=1. The yield is 0.780. (2) The reactants are Cl.CN.[CH2:4]([N:6](CC)CC)C.[Br:11][C:12]1[CH:13]=[C:14]([S:18](Cl)(=[O:20])=[O:19])[CH:15]=[CH:16][CH:17]=1. The catalyst is ClCCl. The product is [Br:11][C:12]1[CH:13]=[C:14]([S:18]([NH:6][CH3:4])(=[O:20])=[O:19])[CH:15]=[CH:16][CH:17]=1. The yield is 0.900. (3) The reactants are C([C:5]1[N:6]([CH2:17][C@@H:18]2[CH2:22][O:21][C:20]([CH3:24])([CH3:23])[O:19]2)[C:7]2[C:12]([CH:13]=1)=[CH:11][C:10]([N+:14]([O-])=O)=[CH:9][CH:8]=2)(C)(C)C.C([O-])=O.[NH4+]. The catalyst is C(O)C.O.[Pd]. The product is [CH3:23][C:20]1([CH3:24])[O:19][CH:18]([CH2:17][N:6]2[C:7]3[C:12](=[CH:11][C:10]([NH2:14])=[CH:9][CH:8]=3)[CH:13]=[CH:5]2)[CH2:22][O:21]1. The yield is 0.980. (4) The reactants are [Br:1][C:2]1[CH:3]=[C:4]2[C:10]([C:11]([N:13]([O:15][CH3:16])[CH3:14])=[O:12])=[N:9][NH:8][C:5]2=[N:6][CH:7]=1.[O:17]1[CH:22]=[CH:21][CH2:20][CH2:19][CH2:18]1.CC1C=CC(S([O-])(=O)=O)=CC=1.C1C=C[NH+]=CC=1. The catalyst is C(Cl)Cl. The product is [Br:1][C:2]1[CH:3]=[C:4]2[C:10]([C:11]([N:13]([O:15][CH3:16])[CH3:14])=[O:12])=[N:9][N:8]([CH:18]3[CH2:19][CH2:20][CH2:21][CH2:22][O:17]3)[C:5]2=[N:6][CH:7]=1. The yield is 0.930. (5) The reactants are [Cl:1][C:2]1[C:20]([C:21]([F:24])([F:23])[F:22])=[CH:19][CH:18]=[CH:17][C:3]=1[CH2:4][N:5]1[CH:10]([CH:11]2[CH2:13][CH2:12]2)[CH2:9][N:8]=[C:7](OC)[C:6]1=[O:16].[N:25]1[CH:30]=[CH:29][N:28]=[CH:27][C:26]=1[C:31]([NH:33][NH2:34])=O. The catalyst is C(O)CCC. The product is [Cl:1][C:2]1[C:20]([C:21]([F:24])([F:23])[F:22])=[CH:19][CH:18]=[CH:17][C:3]=1[CH2:4][N:5]1[CH:10]([CH:11]2[CH2:13][CH2:12]2)[CH2:9][N:8]2[C:31]([C:26]3[CH:27]=[N:28][CH:29]=[CH:30][N:25]=3)=[N:33][N:34]=[C:7]2[C:6]1=[O:16]. The yield is 0.450. (6) The reactants are [NH2:1][C@@H:2]1[CH2:6][CH2:5][N:4]([C:7]2[CH:36]=[CH:35][C:10]([C:11]([NH:13][C:14]3[CH:15]=[C:16]([C:28]4[CH:33]=[CH:32][C:31]([F:34])=[CH:30][CH:29]=4)[CH:17]=[CH:18][C:19]=3[NH:20][C:21](=[O:27])[O:22][C:23]([CH3:26])([CH3:25])[CH3:24])=[O:12])=[CH:9][CH:8]=2)[CH2:3]1.[C:37](OC(=O)C)(=[O:39])[CH3:38]. The catalyst is N1C=CC=CC=1. The product is [C:37]([NH:1][C@@H:2]1[CH2:6][CH2:5][N:4]([C:7]2[CH:8]=[CH:9][C:10]([C:11]([NH:13][C:14]3[CH:15]=[C:16]([C:28]4[CH:29]=[CH:30][C:31]([F:34])=[CH:32][CH:33]=4)[CH:17]=[CH:18][C:19]=3[NH:20][C:21](=[O:27])[O:22][C:23]([CH3:26])([CH3:25])[CH3:24])=[O:12])=[CH:35][CH:36]=2)[CH2:3]1)(=[O:39])[CH3:38]. The yield is 0.850. (7) The reactants are [CH3:1][NH:2][C:3](=[O:14])[C:4]1[CH:9]=[CH:8][C:7]([N+:10]([O-])=O)=[CH:6][C:5]=1[F:13]. The catalyst is C(OCC)(=O)C.C(O)(=O)C.[Fe]. The product is [CH3:1][NH:2][C:3](=[O:14])[C:4]1[CH:9]=[CH:8][C:7]([NH2:10])=[CH:6][C:5]=1[F:13]. The yield is 0.920. (8) The reactants are S(OC)(O[CH3:5])(=O)=O.[C:8](=[S:13])([S:11][CH3:12])[S:9][CH3:10].[F:14][B-:15]([F:18])([F:17])[F:16].[H+]. The catalyst is C(#N)C. The product is [F:14][B-:15]([F:18])([F:17])[F:16].[CH3:10][S:9][C:8](=[S+:13][CH3:5])[S:11][CH3:12]. The yield is 0.830. (9) The reactants are [NH:1]1[CH:5]=[C:4]([C:6]2[C:7]3[CH:14]=[CH:13][N:12]([CH2:15][O:16][CH2:17][CH2:18][Si:19]([CH3:22])([CH3:21])[CH3:20])[C:8]=3[N:9]=[CH:10][N:11]=2)[CH:3]=[N:2]1.[CH:23]1([C:28]#[C:29][C:30]#[N:31])[CH2:27][CH2:26][CH2:25][CH2:24]1.CN(C)C=O.C(=O)([O-])[O-].[K+].[K+]. No catalyst specified. The product is [CH:23]1(/[C:28](/[N:1]2[CH:5]=[C:4]([C:6]3[C:7]4[CH:14]=[CH:13][N:12]([CH2:15][O:16][CH2:17][CH2:18][Si:19]([CH3:22])([CH3:21])[CH3:20])[C:8]=4[N:9]=[CH:10][N:11]=3)[CH:3]=[N:2]2)=[CH:29]/[C:30]#[N:31])[CH2:27][CH2:26][CH2:25][CH2:24]1. The yield is 0.826. (10) The reactants are Br[C:2]1[CH:8]=[C:7]([CH:9]([CH3:11])[CH3:10])[C:5]([NH2:6])=[C:4]([CH:12]([CH3:14])[CH3:13])[CH:3]=1.O.[O-]P([O-])([O-])=O.[K+].[K+].[K+]. The catalyst is C1(C)C=CC=CC=1.O.C1C=CC(/C=C/C(/C=C/C2C=CC=CC=2)=O)=CC=1.C1C=CC(/C=C/C(/C=C/C2C=CC=CC=2)=O)=CC=1.C1C=CC(/C=C/C(/C=C/C2C=CC=CC=2)=O)=CC=1.[Pd].[Pd].C1(P(C2CCCCC2)C2C=CC=CC=2C2C(OC)=CC=CC=2OC)CCCCC1. The product is [CH:12]([C:4]1[CH:3]=[C:2]([C:2]2[CH:8]=[CH:7][CH:5]=[CH:4][CH:3]=2)[CH:8]=[C:7]([CH:9]([CH3:11])[CH3:10])[C:5]=1[NH2:6])([CH3:14])[CH3:13]. The yield is 0.500.